This data is from Catalyst prediction with 721,799 reactions and 888 catalyst types from USPTO. The task is: Predict which catalyst facilitates the given reaction. (1) Reactant: [CH2:1]([C:3]1[CH:4]=[C:5]([OH:10])[CH:6]=[C:7]([OH:9])[CH:8]=1)[CH3:2].[CH:11](OCC)(OCC)[O:12]CC.[Al+3].[Cl-].[Cl-].[Cl-].Cl. Product: [CH2:1]([C:3]1[CH:8]=[C:7]([OH:9])[CH:6]=[C:5]([OH:10])[C:4]=1[CH:11]=[O:12])[CH3:2]. The catalyst class is: 48. (2) Reactant: [CH3:1][O:2][C:3]1[CH:7]=[CH:6][NH:5][C:4]=1/[CH:8]=[C:9]1/[C:10]2[CH:17]=[C:16]([C:18]([O:20]C(C)(C)C)=[O:19])[S:15][C:11]=2[NH:12][C:13]/1=[O:14].FC(F)(F)C(O)=O. Product: [CH3:1][O:2][C:3]1[CH:7]=[CH:6][NH:5][C:4]=1/[CH:8]=[C:9]1/[C:10]2[CH:17]=[C:16]([C:18]([OH:20])=[O:19])[S:15][C:11]=2[NH:12][C:13]/1=[O:14]. The catalyst class is: 4. (3) Reactant: [CH3:1][O:2][C:3]1[CH:12]=[CH:11][C:10]([N:13]2[CH2:18][CH2:17][N:16]([CH3:19])[CH2:15][CH2:14]2)=[C:9]2[C:4]=1[CH2:5][CH2:6][N:7]([C:20](=[O:31])[CH2:21][C:22]1[CH:27]=[CH:26][C:25]([N+:28]([O-])=O)=[CH:24][CH:23]=1)[CH2:8]2.Cl.[H][H]. Product: [NH2:28][C:25]1[CH:24]=[CH:23][C:22]([CH2:21][C:20]([N:7]2[CH2:6][CH2:5][C:4]3[C:9](=[C:10]([N:13]4[CH2:18][CH2:17][N:16]([CH3:19])[CH2:15][CH2:14]4)[CH:11]=[CH:12][C:3]=3[O:2][CH3:1])[CH2:8]2)=[O:31])=[CH:27][CH:26]=1. The catalyst class is: 29. (4) Reactant: [Cl:1][C:2]1[N:7]=[C:6]([C:8]([OH:10])=[O:9])[C:5]([F:11])=[CH:4][CH:3]=1.[OH-].[Na+].[CH3:14]O. Product: [CH3:14][O:9][C:8]([C:6]1[C:5]([F:11])=[CH:4][CH:3]=[C:2]([Cl:1])[N:7]=1)=[O:10]. The catalyst class is: 65. (5) Reactant: I(C1C=CC=CC=1C(O)=O)(=O)=O.[F:13][C:14]([F:30])([F:29])[O:15][C:16]1[CH:21]=[CH:20][C:19]([C:22]2[S:23][CH:24]=[C:25]([CH2:27][OH:28])[N:26]=2)=[CH:18][CH:17]=1.O. Product: [F:30][C:14]([F:13])([F:29])[O:15][C:16]1[CH:21]=[CH:20][C:19]([C:22]2[S:23][CH:24]=[C:25]([CH:27]=[O:28])[N:26]=2)=[CH:18][CH:17]=1. The catalyst class is: 16. (6) Reactant: [NH2:1][S:2]([C:5]1[CH:13]=[CH:12][C:8]([C:9]([OH:11])=O)=[CH:7][CH:6]=1)(=[O:4])=[O:3].Cl.[O:15]1[CH:19]=[C:18]([NH2:20])[CH:17]=[N:16]1. Product: [NH2:1][S:2]([C:5]1[CH:6]=[CH:7][C:8]([C:9]([NH:20][C:18]2[CH:17]=[N:16][O:15][CH:19]=2)=[O:11])=[CH:12][CH:13]=1)(=[O:3])=[O:4]. The catalyst class is: 10. (7) Reactant: [C:1]([O:5][C:6]([N:8]1[C:16]2[C:11](=[CH:12][CH:13]=[C:14]([Cl:17])[CH:15]=2)[C:10]2([CH2:20][N:19](C(C3C=CC=CC=3)C3C=CC=CC=3)[CH2:18]2)[CH2:9]1)=[O:7])([CH3:4])([CH3:3])[CH3:2].ClC(OC(Cl)C)=O.CCN(C(C)C)C(C)C.CO. Product: [C:1]([O:5][C:6]([N:8]1[C:16]2[C:11](=[CH:12][CH:13]=[C:14]([Cl:17])[CH:15]=2)[C:10]2([CH2:18][NH:19][CH2:20]2)[CH2:9]1)=[O:7])([CH3:4])([CH3:2])[CH3:3]. The catalyst class is: 2. (8) Reactant: Cl.[C:2]1([CH3:10])[CH:7]=[CH:6][C:5]([NH:8]N)=[CH:4][CH:3]=1.Cl.[CH2:12]([N:14]1[CH2:19][CH2:18][C:17](=O)[CH2:16][CH2:15]1)[CH3:13]. Product: [CH2:12]([N:14]1[CH2:19][CH2:18][C:17]2[NH:8][C:5]3[CH:4]=[CH:3][C:2]([CH3:10])=[CH:7][C:6]=3[C:16]=2[CH2:15]1)[CH3:13]. The catalyst class is: 8.